Dataset: B-cell epitopes from PDB crystal structures with 447 antigens. Task: Token-level Classification. Given an antigen amino acid sequence, predict which amino acid positions are active epitope sites capable of antibody binding. Output is a list of indices for active positions. (1) The epitope positions are: [4, 5, 6, 7, 8, 19, 25, 26, 27, 28, 29, 52, 53, 57, 251, 252, 253, 254, 256]. The amino acids at these positions are: TKSYFKLNCTDHEVGSLPI. Given the antigen sequence: TTTPTKSYFANLKGTRTRGKLCPDCLNCTDLDVALGRPMCVGTTPSAKASILHEVKPVTSGCFPIMHDRTKIRQLPNLLRGYENIRLSTQNVIDAEKAPGGPYRLGTSGSCPNATSKSGFFATMAWAVPKDNNKNATNPLTVEVPYICTEGEDQITVWGFHSDDKTQMKNLYGDSNPQKFTSSANGVTTHYVSQIGSFPDQTEDGGLPQSGRIVVDYMMQKPGKTGTIVYQRGVLLPQKVWCASGRSKVIKGSLPLIGEADCLHEKYGGLNKSKPYYTGEHAKAIGNCPIWVKT, which amino acid positions are active epitope sites? (2) Given the antigen sequence: GLFGAIAGFIEGGWTGMIDGWYGYHHQNEQGSGYAADQKSTQNAIDGITNKVNSVIEKMNTQFTAVGKEFNNLERRIENLNKKVDDGFLDIWTYNAELLVLLENERTLDFHDSNVRNLYEKVKSQLKNNAKEIGNGCFEFYHKCDDACMESVRNGTYDYPKYSEESKLNREEI, which amino acid positions are active epitope sites? The epitope positions are: [18, 19, 20, 37, 40, 41, 44, 45, 48, 52, 55]. The amino acids at these positions are: DGWQTQIDTNI. (3) Given the antigen sequence: IVGGTESSWGEWPWQVSLQVKLTAQRHLCGGSLIGHQWVLTAAHCFDGLPLQDVWRIYSGILELSDITKDTPFSQIKEIIIHQNYKVSEGNHDIALIKLQAPLEYTEFQKPISLPSKGDTSTIYTNCWVTGWGFSKEKGEIQNILQKVNIPLVTNEECQKRYQDYKITQRMVCAGYKEGGKDACKGDSGGPLVCKHNGMWRLVGITSWGEGCARREQPGVYTKVAEYMDWILEKTQ, which amino acid positions are active epitope sites? The epitope positions are: [20, 21, 22, 24, 25, 26, 27, 28, 43, 44, 46, 47, 48, 84, 85, 86, 87, 88, 89, 90... (44 total positions)]. The amino acids at these positions are: KLTQRHLCHCDGLYKVSEGNDIEKGDYKDA.... (4) Given the antigen sequence: TVEPNLHSLITSTTHKWIFVGGKGGVGKTTSSCSIAIQMALSQPNKQFLLISTNPAHNLSDAFGEKFGKDARKVTGMNNLSCMEIDPSAALKDMNDMAVSGGALADLTGSIPGIDEALSFMEVMKHIKRQEQGEGETFDTVIFDTAPTGHTLRFLQLPNTLSKLLEKFGEITNDISGKLNELKANVETIRQQFTDPDLTTFVCVCISEFLSLYETERLIQELISYDMDVNSIIVNQLLFAENCKRCQARWKMQKKYLDQIDELYEDFHVVKMPLCAGEIRGLNNLTKFSQFLNKEYNPITDGKVIYELEDK, which amino acid positions are active epitope sites? The epitope positions are: [59, 60, 63, 64, 65, 71, 74, 208, 211, 212, 215, 216, 218, 219, 222, 258, 259, 261, 262, 263... (24 total positions)]. The amino acids at these positions are: SDGEKRTFLYERIQIQIELYEDFR. (5) Given the antigen sequence: DNSRYTHFLTQHYDAKPQGRDDRYCESIMRRRGLTSPCKDINTFIHGNKRSIKAICENKNGNPHRENLRISKSSFQVTTCKLHGGSPWPPCQYRATAGFRNVVVACENGLPVHLDQSIFRRP, which amino acid positions are active epitope sites? The epitope positions are: [32, 33, 34, 35, 36, 37, 38, 39, 81, 83, 84, 85, 86, 87, 88, 89, 91]. The amino acids at these positions are: GLTSPCKDLGGSPWPPQ. (6) Given the antigen sequence: NAMQGIHFRRHYVRHLPKEVSQNDIIKALASPLINDGMVVSDFADHVITREQNFPTGLPVEPVGVAIPHTDSKYVRQNAISVGILAEPVNFEDAGGEPDPVPVRVVFMLALGNWFDITNVLWWIMDVIQDEDFMQQLLVMNDDEIYQSIYTRISE, which amino acid positions are active epitope sites? The epitope positions are: [1, 47, 49, 52, 53, 54, 57, 62, 65, 67, 68, 87, 92, 93, 94, 96, 106, 107, 108, 109... (32 total positions)]. The amino acids at these positions are: AIRNFPLVAPHPDAGEFMLALGNWFDITNV....